From a dataset of Full USPTO retrosynthesis dataset with 1.9M reactions from patents (1976-2016). Predict the reactants needed to synthesize the given product. Given the product [Si:34]([O:33][C:28]1[CH:27]=[C:26]([CH:31]=[CH:30][C:29]=1[CH3:32])[CH2:25][C@@H:9]1[CH2:10][N:11]([CH2:14][CH2:15][N:16]2[CH2:21][CH2:20][O:19][C@H:18]([CH2:22][O:23][CH3:24])[CH2:17]2)[CH2:12][CH2:13][NH:8]1)([C:47]([CH3:48])([CH3:49])[CH3:50])([C:35]1[CH:40]=[CH:39][CH:38]=[CH:37][CH:36]=1)[C:41]1[CH:42]=[CH:43][CH:44]=[CH:45][CH:46]=1, predict the reactants needed to synthesize it. The reactants are: C(OC([N:8]1[CH2:13][CH2:12][N:11]([CH2:14][CH2:15][N:16]2[CH2:21][CH2:20][O:19][C@H:18]([CH2:22][O:23][CH3:24])[CH2:17]2)[CH2:10][C@H:9]1[CH2:25][C:26]1[CH:31]=[CH:30][C:29]([CH3:32])=[C:28]([O:33][Si:34]([C:47]([CH3:50])([CH3:49])[CH3:48])([C:41]2[CH:46]=[CH:45][CH:44]=[CH:43][CH:42]=2)[C:35]2[CH:40]=[CH:39][CH:38]=[CH:37][CH:36]=2)[CH:27]=1)=O)(C)(C)C.FC(F)(F)C(O)=O.